From a dataset of Catalyst prediction with 721,799 reactions and 888 catalyst types from USPTO. Predict which catalyst facilitates the given reaction. (1) Reactant: [CH3:1][O:2][C:3]([CH:5]1[CH2:13][C:12]2[C:7](=[CH:8][CH:9]=[CH:10][C:11]=2[N+:14]([O-])=O)[CH2:6]1)=[O:4].[H][H]. Product: [CH3:1][O:2][C:3]([CH:5]1[CH2:13][C:12]2[C:7](=[CH:8][CH:9]=[CH:10][C:11]=2[NH2:14])[CH2:6]1)=[O:4]. The catalyst class is: 153. (2) Reactant: [CH3:1][C:2]([CH2:9][CH2:10][CH3:11])=[CH:3][CH2:4][CH2:5][C:6](=[O:8])[CH3:7].N.[CH:13]#[CH:14].[OH-].[K+]. Product: [CH3:7][C:6]([OH:8])([CH2:5][CH2:4][CH:3]=[C:2]([CH3:1])[CH2:9][CH2:10][CH3:11])[C:13]#[CH:14]. The catalyst class is: 15. (3) Reactant: [Cl:1][C:2]1[CH:3]=[C:4]([CH2:9][CH2:10][C:11]([N:13]2[CH2:18][CH:17]3[CH:15]([C:16]3([C:20]3[CH:21]=[C:22]([NH:26][S:27]([CH3:30])(=[O:29])=[O:28])[CH:23]=[CH:24][CH:25]=3)[CH3:19])[CH2:14]2)=O)[CH:5]=[CH:6][C:7]=1[Cl:8].[H-].[Al+3].[Li+].[H-].[H-].[H-].O.C(=O)([O-])O.[Na+]. Product: [Cl:1][C:2]1[CH:3]=[C:4]([CH2:9][CH2:10][CH2:11][N:13]2[CH2:18][CH:17]3[CH:15]([C:16]3([C:20]3[CH:21]=[C:22]([NH:26][S:27]([CH3:30])(=[O:29])=[O:28])[CH:23]=[CH:24][CH:25]=3)[CH3:19])[CH2:14]2)[CH:5]=[CH:6][C:7]=1[Cl:8]. The catalyst class is: 54. (4) Reactant: C[O:2][C:3]([C:5]1([C:9]2[CH:14]=[CH:13][C:12]([NH:15][C:16]3[N:21]=[C:20]([C:22]([CH3:25])([CH3:24])[CH3:23])[CH:19]=[C:18]([NH:26][C:27]([CH3:30])([CH3:29])[CH3:28])[N:17]=3)=[CH:11][CH:10]=2)[CH2:8][CH2:7][CH2:6]1)=[O:4].[OH-].[Na+]. Product: [C:22]([C:20]1[CH:19]=[C:18]([NH:26][C:27]([CH3:30])([CH3:28])[CH3:29])[N:17]=[C:16]([NH:15][C:12]2[CH:13]=[CH:14][C:9]([C:5]3([C:3]([OH:4])=[O:2])[CH2:8][CH2:7][CH2:6]3)=[CH:10][CH:11]=2)[N:21]=1)([CH3:23])([CH3:24])[CH3:25]. The catalyst class is: 24.